Dataset: Full USPTO retrosynthesis dataset with 1.9M reactions from patents (1976-2016). Task: Predict the reactants needed to synthesize the given product. (1) Given the product [CH3:1][C:2]1[N:3]([CH2:32][C:33]([OH:35])=[O:34])[C:4]2[CH2:5][C:6]([CH3:31])([CH3:30])[CH2:7][C:8](=[O:29])[C:9]=2[C:10]=1[CH2:11][C:12]1[CH:17]=[CH:16][CH:15]=[CH:14][C:13]=1[S:18](=[O:27])(=[O:28])[N:19]([CH3:26])[C:20]1[CH:21]=[CH:22][CH:23]=[CH:24][CH:25]=1, predict the reactants needed to synthesize it. The reactants are: [CH3:1][C:2]1[N:3]([CH2:32][C:33]([O:35]CC)=[O:34])[C:4]2[CH2:5][C:6]([CH3:31])([CH3:30])[CH2:7][C:8](=[O:29])[C:9]=2[C:10]=1[CH2:11][C:12]1[CH:17]=[CH:16][CH:15]=[CH:14][C:13]=1[S:18](=[O:28])(=[O:27])[N:19]([CH3:26])[C:20]1[CH:25]=[CH:24][CH:23]=[CH:22][CH:21]=1.[OH-].[Na+]. (2) Given the product [CH3:12][O:11][C:4]1[CH:3]=[C:2]([N:13]2[CH2:18][CH2:17][O:16][CH2:15][CH2:14]2)[CH:7]=[CH:6][C:5]=1[N+:8]([O-:10])=[O:9], predict the reactants needed to synthesize it. The reactants are: F[C:2]1[CH:7]=[CH:6][C:5]([N+:8]([O-:10])=[O:9])=[C:4]([O:11][CH3:12])[CH:3]=1.[NH:13]1[CH2:18][CH2:17][O:16][CH2:15][CH2:14]1.C(=O)([O-])[O-].[K+].[K+]. (3) Given the product [S:18]1[C:22]2[CH:23]=[CH:24][CH:25]=[CH:26][C:21]=2[N:20]=[C:19]1[NH:27][C@H:28]1[CH2:31][C@H:30]([NH:32][C:33]2[C:38]([C:14]([CH3:16])([CH3:15])[C:13]#[N:17])=[N:37][CH:36]=[CH:35][N:34]=2)[CH2:29]1, predict the reactants needed to synthesize it. The reactants are: C(NC(C)C)(C)C.C([Li])CCC.[C:13](#[N:17])[CH:14]([CH3:16])[CH3:15].[S:18]1[C:22]2[CH:23]=[CH:24][CH:25]=[CH:26][C:21]=2[N:20]=[C:19]1[NH:27][C@H:28]1[CH2:31][C@H:30]([NH:32][C:33]2[C:38](Cl)=[N:37][CH:36]=[CH:35][N:34]=2)[CH2:29]1. (4) Given the product [Br:1][C:2]1[C:3]([O:23][CH3:24])=[C:4]([C:9]([CH2:12][S:13]([C:16]2[CH:21]=[CH:20][CH:19]=[CH:18][C:17]=2[CH:30]=[CH:31][CH2:32][OH:33])(=[O:15])=[O:14])=[CH:10][CH:11]=1)[C:5]([O:7][CH3:8])=[O:6], predict the reactants needed to synthesize it. The reactants are: [Br:1][C:2]1[C:3]([O:23][CH3:24])=[C:4]([C:9]([CH2:12][S:13]([C:16]2[CH:21]=[CH:20][CH:19]=[CH:18][C:17]=2Br)(=[O:15])=[O:14])=[CH:10][CH:11]=1)[C:5]([O:7][CH3:8])=[O:6].C([Sn](CCCC)(CCCC)/[CH:30]=[CH:31]\[CH2:32][OH:33])CCC. (5) Given the product [Cl:1][C:2]1[N:3]=[CH:4][C:5]([C:6]#[N:8])=[CH:9][CH:10]=1, predict the reactants needed to synthesize it. The reactants are: [Cl:1][C:2]1[CH:10]=[CH:9][C:5]([C:6]([NH2:8])=O)=[CH:4][N:3]=1.P(Cl)(Cl)(Cl)=O.Cl.